This data is from Forward reaction prediction with 1.9M reactions from USPTO patents (1976-2016). The task is: Predict the product of the given reaction. (1) Given the reactants Br[CH2:2][C:3]1[CH:8]=[CH:7][C:6]([S:9]([N:12]([CH3:14])[CH3:13])(=[O:11])=[O:10])=[CH:5][CH:4]=1.[Cl:15][C:16]1[CH:17]=[CH:18][C:19]([O:36][CH2:37][CH:38]2[CH2:40][CH2:39]2)=[C:20]([CH2:22][N:23]2[C:27]([CH3:28])=[CH:26][C:25]([N:29]3[CH2:34][CH2:33][NH:32][CH2:31][C:30]3=[O:35])=[N:24]2)[CH:21]=1.C(N(CC)CC)C, predict the reaction product. The product is: [Cl:15][C:16]1[CH:17]=[CH:18][C:19]([O:36][CH2:37][CH:38]2[CH2:40][CH2:39]2)=[C:20]([CH2:22][N:23]2[C:27]([CH3:28])=[CH:26][C:25]([N:29]3[CH2:34][CH2:33][N:32]([CH2:2][C:3]4[CH:8]=[CH:7][C:6]([S:9]([N:12]([CH3:14])[CH3:13])(=[O:11])=[O:10])=[CH:5][CH:4]=4)[CH2:31][C:30]3=[O:35])=[N:24]2)[CH:21]=1. (2) Given the reactants [CH3:1][NH:2][CH2:3][C:4]([O:6]C(C)(C)C)=[O:5].Cl.[CH2:12]([C@@:16]1([CH2:39][CH3:40])[NH:22][C@H:21]([C:23]2[CH:28]=[CH:27][CH:26]=[CH:25][CH:24]=2)[C:20]2[CH:29]=[C:30]([O:35][CH3:36])[C:31]([CH:33]=O)=[CH:32][C:19]=2[S:18](=[O:38])(=[O:37])[CH2:17]1)[CH2:13][CH2:14][CH3:15], predict the reaction product. The product is: [NH4+:2].[CH2:12]([C@@:16]1([CH2:39][CH3:40])[NH:22][C@H:21]([C:23]2[CH:28]=[CH:27][CH:26]=[CH:25][CH:24]=2)[C:20]2[CH:29]=[C:30]([O:35][CH3:36])[C:31]([CH2:33][N:2]([CH3:1])[CH2:3][C:4]([O-:6])=[O:5])=[CH:32][C:19]=2[S:18](=[O:37])(=[O:38])[CH2:17]1)[CH2:13][CH2:14][CH3:15]. (3) Given the reactants [Cl:1][C:2]1[CH:7]=[CH:6][CH:5]=[CH:4][C:3]=1[N:8]1[C:12]([C:13]2[CH:18]=[CH:17][C:16]([S:19]([CH3:22])(=[O:21])=[O:20])=[CH:15][N:14]=2)=[N:11][N:10]=[C:9]1/[CH:23]=[CH:24]/[C:25]([NH:27][NH:28][C:29]([C:31]1[CH:36]=[CH:35][N:34]=[C:33]([O:37][CH3:38])[CH:32]=1)=[O:30])=O.C1(P(C2C=CC=CC=2)C2C=CC=CC=2)C=CC=CC=1.C(Br)(Br)(Br)Br.C(N(CC)CC)C, predict the reaction product. The product is: [Cl:1][C:2]1[CH:7]=[CH:6][CH:5]=[CH:4][C:3]=1[N:8]1[C:9](/[CH:23]=[CH:24]/[C:25]2[O:30][C:29]([C:31]3[CH:36]=[CH:35][N:34]=[C:33]([O:37][CH3:38])[CH:32]=3)=[N:28][N:27]=2)=[N:10][N:11]=[C:12]1[C:13]1[CH:18]=[CH:17][C:16]([S:19]([CH3:22])(=[O:20])=[O:21])=[CH:15][N:14]=1. (4) Given the reactants [NH2:1][C:2]1[N:7]=[C:6]([CH3:8])[C:5]([CH2:9][C:10]2[CH:15]=[CH:14][C:13]([OH:16])=[CH:12][CH:11]=2)=[C:4]([NH:17][CH2:18][CH2:19][CH2:20][CH2:21][CH3:22])[N:3]=1.C([O-])([O-])=O.[Cs+].[Cs+].Cl.[CH3:30][N:31]([CH3:35])[CH2:32][CH2:33]Cl.[Na+].[I-], predict the reaction product. The product is: [CH3:30][N:31]([CH3:35])[CH2:32][CH2:33][O:16][C:13]1[CH:14]=[CH:15][C:10]([CH2:9][C:5]2[C:4]([NH:17][CH2:18][CH2:19][CH2:20][CH2:21][CH3:22])=[N:3][C:2]([NH2:1])=[N:7][C:6]=2[CH3:8])=[CH:11][CH:12]=1. (5) Given the reactants [CH2:1]([C:7]1([CH2:20][CH2:21][CH2:22][CH2:23][CH2:24][CH3:25])[C:19]2[CH:18]=[CH:17][CH:16]=[CH:15][C:14]=2[C:13]2[C:8]1=[CH:9][CH:10]=[CH:11][CH:12]=2)[CH2:2][CH2:3][CH2:4][CH2:5][CH3:6].Br[C:27]([CH3:32])([CH3:31])[C:28](Br)=[O:29].[Cl-].[Cl-].[Cl-].[Al+3], predict the reaction product. The product is: [CH2:20]([C:7]1([CH2:1][CH2:2][CH2:3][CH2:4][CH2:5][CH3:6])[C:19]2[CH:18]=[C:17]3[C:28](=[O:29])[CH:27]([CH3:32])[CH2:31][C:16]3=[CH:15][C:14]=2[C:13]2[C:8]1=[CH:9][CH:10]=[CH:11][CH:12]=2)[CH2:21][CH2:22][CH2:23][CH2:24][CH3:25]. (6) Given the reactants C1CCN2C(=NCCC2)CC1.[CH2:12](Br)[C:13]1[CH:18]=[CH:17][CH:16]=[CH:15][CH:14]=1.[C:20]([O:24][C:25]([N:27]1[CH2:31][CH2:30][C@H:29]([C:32]([OH:34])=[O:33])[CH2:28]1)=[O:26])([CH3:23])([CH3:22])[CH3:21], predict the reaction product. The product is: [C:20]([O:24][C:25]([N:27]1[CH2:31][CH2:30][C@H:29]([C:32]([O:34][CH2:12][C:13]2[CH:18]=[CH:17][CH:16]=[CH:15][CH:14]=2)=[O:33])[CH2:28]1)=[O:26])([CH3:23])([CH3:21])[CH3:22].